This data is from Drug half-life prediction data from Obach et al.. The task is: Regression/Classification. Given a drug SMILES string, predict its absorption, distribution, metabolism, or excretion properties. Task type varies by dataset: regression for continuous measurements (e.g., permeability, clearance, half-life) or binary classification for categorical outcomes (e.g., BBB penetration, CYP inhibition). For this dataset (half_life_obach), we predict log10(half-life) (log10 of half-life in hours). (1) The molecule is CN(C)C(=N)NC(=N)N. The log10(half-life) is 0.230. (2) The molecule is CC[C@@H](CO)NCCN[C@@H](CC)CO. The log10(half-life) is 0.490. (3) The log10(half-life) is 0.320. The compound is O=P(O)(O)OC(Cn1cncn1)(Cn1cncn1)c1ccc(F)cc1F.